From a dataset of Reaction yield outcomes from USPTO patents with 853,638 reactions. Predict the reaction yield, written as a fraction of the theoretical maximum amount of product (1.0 means a 100% yield; for example, 0.34 means a 34% yield). (1) The reactants are O1CCCCC1[N:7]1[CH:11]=[N:10][C:9]([C:12]2[N:17]=[CH:16][C:15]([C:18]3[N:19]=[C:20]4[N:27]([CH:28]5[CH2:33][CH2:32][O:31][CH2:30][CH2:29]5)[CH2:26][C:25](=[O:34])[NH:24][C:21]4=[N:22][CH:23]=3)=[CH:14][CH:13]=2)=[N:8]1. The catalyst is Cl. The product is [NH:7]1[CH:11]=[N:10][C:9]([C:12]2[N:17]=[CH:16][C:15]([C:18]3[N:19]=[C:20]4[N:27]([CH:28]5[CH2:29][CH2:30][O:31][CH2:32][CH2:33]5)[CH2:26][C:25](=[O:34])[NH:24][C:21]4=[N:22][CH:23]=3)=[CH:14][CH:13]=2)=[N:8]1. The yield is 0.340. (2) The reactants are [CH3:1][O:2][C:3]1[CH:4]=[C:5]2[C:10](=[CH:11][C:12]=1[O:13][CH2:14][CH2:15][O:16][CH3:17])[N:9]=[CH:8][N:7]=[C:6]2[S:18][C:19]1[CH:20]=[C:21]([CH:23]=[CH:24][CH:25]=1)[NH2:22].[CH:26]([C:29]1[O:33][N:32]=[C:31]([NH:34][C:35](=[O:43])OC2C=CC=CC=2)[CH:30]=1)([CH3:28])[CH3:27].[CH2:44](OCC)[CH3:45]. No catalyst specified. The product is [CH:26]1([C:29]2[O:33][N:32]=[C:31]([NH:34][C:35]([NH:22][C:21]3[CH:23]=[CH:24][CH:25]=[C:19]([S:18][C:6]4[C:5]5[C:10](=[CH:11][C:12]([O:13][CH2:14][CH2:15][O:16][CH3:17])=[C:3]([O:2][CH3:1])[CH:4]=5)[N:9]=[CH:8][N:7]=4)[CH:20]=3)=[O:43])[CH:30]=2)[CH2:27][CH2:45][CH2:44][CH2:28]1. The yield is 0.530.